This data is from NCI-60 drug combinations with 297,098 pairs across 59 cell lines. The task is: Regression. Given two drug SMILES strings and cell line genomic features, predict the synergy score measuring deviation from expected non-interaction effect. (1) Drug 1: CCN(CC)CCCC(C)NC1=C2C=C(C=CC2=NC3=C1C=CC(=C3)Cl)OC. Drug 2: CN(C(=O)NC(C=O)C(C(C(CO)O)O)O)N=O. Cell line: UACC-257. Synergy scores: CSS=7.49, Synergy_ZIP=0.873, Synergy_Bliss=3.48, Synergy_Loewe=-2.10, Synergy_HSA=-0.450. (2) Drug 1: C1=NC2=C(N1)C(=S)N=C(N2)N. Drug 2: CS(=O)(=O)OCCCCOS(=O)(=O)C. Cell line: UO-31. Synergy scores: CSS=26.3, Synergy_ZIP=-1.29, Synergy_Bliss=-1.29, Synergy_Loewe=-12.5, Synergy_HSA=-0.197. (3) Drug 1: CCC1=CC2CC(C3=C(CN(C2)C1)C4=CC=CC=C4N3)(C5=C(C=C6C(=C5)C78CCN9C7C(C=CC9)(C(C(C8N6C)(C(=O)OC)O)OC(=O)C)CC)OC)C(=O)OC.C(C(C(=O)O)O)(C(=O)O)O. Drug 2: CC(C)(C#N)C1=CC(=CC(=C1)CN2C=NC=N2)C(C)(C)C#N. Cell line: SNB-19. Synergy scores: CSS=16.1, Synergy_ZIP=-1.46, Synergy_Bliss=-5.15, Synergy_Loewe=-19.1, Synergy_HSA=-4.16.